This data is from Peptide-MHC class II binding affinity with 134,281 pairs from IEDB. The task is: Regression. Given a peptide amino acid sequence and an MHC pseudo amino acid sequence, predict their binding affinity value. This is MHC class II binding data. (1) The peptide sequence is YDKFLANVSTVLYGK. The MHC is DRB1_1602 with pseudo-sequence DRB1_1602. The binding affinity (normalized) is 1.00. (2) The peptide sequence is TATAAVGAATGAATA. The MHC is DRB1_0901 with pseudo-sequence DRB1_0901. The binding affinity (normalized) is 0.296. (3) The peptide sequence is GLKMFPDLTKVYST. The MHC is DRB1_0701 with pseudo-sequence DRB1_0701. The binding affinity (normalized) is 0.144. (4) The peptide sequence is SGSAASMVNGVIKIL. The MHC is DRB1_0404 with pseudo-sequence DRB1_0404. The binding affinity (normalized) is 0.692. (5) The peptide sequence is RLAVMGDVAWDFSSA. The MHC is DRB1_0101 with pseudo-sequence DRB1_0101. The binding affinity (normalized) is 0.131. (6) The peptide sequence is ALKESWGAIWRIDTP. The MHC is HLA-DPA10201-DPB10501 with pseudo-sequence HLA-DPA10201-DPB10501. The binding affinity (normalized) is 0.0733.